This data is from NCI-60 drug combinations with 297,098 pairs across 59 cell lines. The task is: Regression. Given two drug SMILES strings and cell line genomic features, predict the synergy score measuring deviation from expected non-interaction effect. (1) Drug 2: CC1CCC2CC(C(=CC=CC=CC(CC(C(=O)C(C(C(=CC(C(=O)CC(OC(=O)C3CCCCN3C(=O)C(=O)C1(O2)O)C(C)CC4CCC(C(C4)OC)OCCO)C)C)O)OC)C)C)C)OC. Synergy scores: CSS=21.2, Synergy_ZIP=0.0878, Synergy_Bliss=6.86, Synergy_Loewe=1.28, Synergy_HSA=2.16. Drug 1: CC1=C(C(CCC1)(C)C)C=CC(=CC=CC(=CC(=O)O)C)C. Cell line: HL-60(TB). (2) Drug 1: CNC(=O)C1=NC=CC(=C1)OC2=CC=C(C=C2)NC(=O)NC3=CC(=C(C=C3)Cl)C(F)(F)F. Drug 2: CC(C)(C#N)C1=CC(=CC(=C1)CN2C=NC=N2)C(C)(C)C#N. Cell line: NCI-H322M. Synergy scores: CSS=-1.68, Synergy_ZIP=-1.54, Synergy_Bliss=-5.37, Synergy_Loewe=-7.91, Synergy_HSA=-6.05.